Predict the reactants needed to synthesize the given product. From a dataset of Full USPTO retrosynthesis dataset with 1.9M reactions from patents (1976-2016). (1) Given the product [C:34]([NH:38][CH2:39][C:40]1[NH:42][N:43]=[C:4]([C:6]2[CH:7]=[C:8]3[C:12](=[CH:13][CH:14]=2)[NH:11][N:10]=[C:9]3[C:15]2[CH:24]=[CH:23][C:22]3[C:17](=[CH:18][CH:19]=[C:20]([O:25][CH3:26])[CH:21]=3)[CH:16]=2)[N:5]=1)([CH3:37])([CH3:36])[CH3:35], predict the reactants needed to synthesize it. The reactants are: C(O[C:4]([C:6]1[CH:7]=[C:8]2[C:12](=[CH:13][CH:14]=1)[NH:11][N:10]=[C:9]2[C:15]1[CH:24]=[CH:23][C:22]2[C:17](=[CH:18][CH:19]=[C:20]([O:25][CH3:26])[CH:21]=2)[CH:16]=1)=[NH:5])C.C(N(CC)CC)C.[C:34]([NH:38][CH2:39][C:40]([NH:42][NH2:43])=O)([CH3:37])([CH3:36])[CH3:35]. (2) Given the product [F:1][C:2]1[CH:10]=[C:9]([F:11])[C:8]([F:12])=[CH:7][C:3]=1[C:4]([NH:55][S:52]([CH3:51])(=[O:54])=[O:53])=[O:5], predict the reactants needed to synthesize it. The reactants are: [F:1][C:2]1[CH:10]=[C:9]([F:11])[C:8]([F:12])=[CH:7][C:3]=1[C:4](O)=[O:5].C(N(C(C)C)C(C)C)C.C(P1(=O)OP(=O)(CCC)OP(=O)(CCC)O1)CC.CCOC(C)=O.CN(C=O)C.[CH3:51][S:52]([NH2:55])(=[O:54])=[O:53]. (3) The reactants are: C(OC(=O)[NH:10][C@H:11]1[CH2:15][CH2:14][C@@H:13]([NH:16][C:17]([O:19][C:20]([CH3:23])([CH3:22])[CH3:21])=[O:18])[CH2:12]1)C1C=CC=CC=1. Given the product [C:20]([O:19][C:17](=[O:18])[NH:16][C@@H:13]1[CH2:14][CH2:15][C@H:11]([NH2:10])[CH2:12]1)([CH3:23])([CH3:21])[CH3:22], predict the reactants needed to synthesize it.